From a dataset of Peptide-MHC class I binding affinity with 185,985 pairs from IEDB/IMGT. Regression. Given a peptide amino acid sequence and an MHC pseudo amino acid sequence, predict their binding affinity value. This is MHC class I binding data. The MHC is HLA-A02:02 with pseudo-sequence HLA-A02:02. The peptide sequence is WTVNDIQKL. The binding affinity (normalized) is 0.122.